Task: Predict the reaction yield, written as a fraction of the theoretical maximum amount of product (1.0 means a 100% yield; for example, 0.34 means a 34% yield).. Dataset: Reaction yield outcomes from USPTO patents with 853,638 reactions (1) The reactants are [F:1][C:2]1[CH:3]=[C:4]([C:8]2[CH:9]=[C:10]([CH:14]=[C:15]([O:17][CH3:18])[CH:16]=2)[C:11]([OH:13])=O)[CH:5]=[CH:6][CH:7]=1.C(Cl)(C(Cl)=O)=O.CN(C=O)C.[NH2:30][C:31]1[C:32]([CH3:39])=[C:33]([OH:38])[CH:34]=[CH:35][C:36]=1[CH3:37]. The catalyst is C(Cl)Cl.C1COCC1.O. The product is [F:1][C:2]1[CH:3]=[C:4]([C:8]2[CH:9]=[C:10]([CH:14]=[C:15]([O:17][CH3:18])[CH:16]=2)[C:11]([NH:30][C:31]2[C:36]([CH3:37])=[CH:35][CH:34]=[C:33]([OH:38])[C:32]=2[CH3:39])=[O:13])[CH:5]=[CH:6][CH:7]=1. The yield is 0.570. (2) The reactants are FC(F)(F)C(O)=O.C(O[C:13]([N:15]1[CH2:36][CH2:35][C:18]2[N:19]=[C:20]([NH:23][C:24](=[O:34])[C:25]3[CH:30]=[CH:29][CH:28]=[CH:27][C:26]=3[O:31][CH2:32][CH3:33])[N:21]=[CH:22][C:17]=2[CH2:16]1)=[O:14])(C)(C)C.CCN(C(C)C)C(C)C.[Cl:46][C:47]1[CH:51]=[CH:50][S:49][C:48]=1C(O)=O.CCN=C=NCCCN(C)C.C1C=NC2N(O)N=NC=2C=1. The catalyst is C(Cl)Cl. The product is [Cl:46][C:47]1[CH:51]=[CH:50][S:49][C:48]=1[C:13]([N:15]1[CH2:36][CH2:35][C:18]2[N:19]=[C:20]([NH:23][C:24](=[O:34])[C:25]3[CH:30]=[CH:29][CH:28]=[CH:27][C:26]=3[O:31][CH2:32][CH3:33])[N:21]=[CH:22][C:17]=2[CH2:16]1)=[O:14]. The yield is 0.510. (3) The reactants are [CH3:1][O:2][C:3]([C:5]1[C:13]([NH:14][C:15]2[CH:20]=[CH:19][C:18]([Br:21])=[CH:17][C:16]=2[Cl:22])=[C:12]([F:23])[C:8]2[N:9]=[CH:10][NH:11][C:7]=2[CH:6]=1)=[O:4].C([O-])([O-])=O.[K+].[K+].[CH:30]([S:32]([CH3:35])(=[O:34])=[O:33])=[CH2:31]. The catalyst is CN(C=O)C.C(OCC)(=O)C.O. The product is [CH3:1][O:2][C:3]([C:5]1[C:13]([NH:14][C:15]2[CH:20]=[CH:19][C:18]([Br:21])=[CH:17][C:16]=2[Cl:22])=[C:12]([F:23])[C:8]2[N:9]=[CH:10][N:11]([CH2:31][CH2:30][S:32]([CH3:35])(=[O:34])=[O:33])[C:7]=2[CH:6]=1)=[O:4]. The yield is 0.590. (4) The reactants are [CH2:1]([C:8]1[CH:16]=[C:15]([Cl:17])[CH:14]=[CH:13][C:9]=1[C:10]([OH:12])=O)[C:2]1[CH:7]=[CH:6][CH:5]=[CH:4][CH:3]=1.[C:18]1([S:28]([NH2:31])(=[O:30])=[O:29])[C:19]([S:24]([NH2:27])(=[O:26])=[O:25])=[CH:20][CH:21]=[CH:22][CH:23]=1.C(Cl)CCl. The catalyst is CN(C1C=CN=CC=1)C. The product is [CH2:1]([C:8]1[CH:16]=[C:15]([Cl:17])[CH:14]=[CH:13][C:9]=1[C:10]([NH:31][S:28]([C:18]1[CH:23]=[CH:22][CH:21]=[CH:20][C:19]=1[S:24](=[O:26])(=[O:25])[NH2:27])(=[O:30])=[O:29])=[O:12])[C:2]1[CH:3]=[CH:4][CH:5]=[CH:6][CH:7]=1. The yield is 0.110. (5) The reactants are [CH2:1]([N:3]1[C:7]([CH3:9])([CH3:8])[C:6](=[O:10])[N:5](CC2C=CC(OC)=CC=2)[C:4]1=[O:20])[CH3:2].Cl. The catalyst is COC1C=CC=CC=1. The product is [CH2:1]([N:3]1[C:7]([CH3:8])([CH3:9])[C:6](=[O:10])[NH:5][C:4]1=[O:20])[CH3:2]. The yield is 0.960. (6) The reactants are Br[C:2]1[CH:3]=[C:4]2[C:9](=[CH:10][CH:11]=1)[O:8][C:7]([CH3:13])([CH3:12])[CH:6]=[CH:5]2.C([Li])CCC.[B:19](OC(C)C)([O:24]C(C)C)[O:20]C(C)C.Cl. The catalyst is O1CCCC1. The product is [CH3:12][C:7]1([CH3:13])[CH:6]=[CH:5][C:4]2[C:9](=[CH:10][CH:11]=[C:2]([B:19]([OH:24])[OH:20])[CH:3]=2)[O:8]1. The yield is 0.820. (7) The reactants are [OH:1][C@@H:2]([C@H:4]1[C:10](=[O:11])[N:9]2[C@@H:5]1[CH2:6][C:7]([C:15]1[CH:20]=[CH:19][C:18]([O:21][CH3:22])=[CH:17][CH:16]=1)=[C:8]2[C:12]([O-:14])=[O:13])[CH3:3].[Na+].[C:24]([O:30][CH2:31]I)(=[O:29])[C:25]([CH3:28])([CH3:27])[CH3:26].C(OCC)(=O)C. The catalyst is CN(C=O)C. The product is [OH:1][C@@H:2]([C@H:4]1[C:10](=[O:11])[N:9]2[C@@H:5]1[CH2:6][C:7]([C:15]1[CH:16]=[CH:17][C:18]([O:21][CH3:22])=[CH:19][CH:20]=1)=[C:8]2[C:12]([O:14][CH2:31][O:30][C:24](=[O:29])[C:25]([CH3:28])([CH3:27])[CH3:26])=[O:13])[CH3:3]. The yield is 0.700. (8) The reactants are Cl[C:2]1[N:7]=[N:6][C:5]2[C:8]3[CH:16]=[CH:15][CH:14]=[CH:13][C:9]=3[CH2:10][CH2:11][CH2:12][C:4]=2[CH:3]=1.[NH2:17][NH2:18].O. The catalyst is C(O)C. The product is [NH:17]([C:2]1[N:7]=[N:6][C:5]2[C:8]3[CH:16]=[CH:15][CH:14]=[CH:13][C:9]=3[CH2:10][CH2:11][CH2:12][C:4]=2[CH:3]=1)[NH2:18]. The yield is 0.980. (9) The reactants are [C:1]([C:4]1[CH:5]=[CH:6][C:7]([F:15])=[C:8]([N:10]([CH3:14])[C:11](=[O:13])[CH3:12])[CH:9]=1)(=[O:3])[CH3:2].C1(C)C=CC=CC=1. The catalyst is CCCCCCC. The product is [CH3:8][N:10]([CH3:14])[CH:11]=[CH:2][C:1]([C:4]1[CH:5]=[CH:6][C:7]([F:15])=[C:8]([N:10]([CH3:14])[C:11](=[O:13])[CH3:12])[CH:9]=1)=[O:3]. The yield is 0.917. (10) The reactants are [C:1]([O:4][CH2:5][C:6](=[O:16])[CH2:7][C:8]1[CH:13]=[CH:12][C:11](Cl)=[C:10](Cl)[CH:9]=1)(=[O:3])[CH3:2].[Cl:17]CC(=O)CC1C=CC=CC=1Cl.C(O)(=O)C.C(N(CC)CC)C. No catalyst specified. The product is [C:1]([O:4][CH2:5][C:6](=[O:16])[CH2:7][C:8]1[CH:13]=[CH:12][CH:11]=[CH:10][C:9]=1[Cl:17])(=[O:3])[CH3:2]. The yield is 0.430.